This data is from Forward reaction prediction with 1.9M reactions from USPTO patents (1976-2016). The task is: Predict the product of the given reaction. (1) Given the reactants C(N(CC)C(C)C)(C)C.OC(C(F)(F)F)=O.[Br:17][C:18]1[CH:19]=[C:20]2[C:25]([NH:26][C@@H:27]3[CH2:34][C@@H:30]4[CH2:31][NH:32][CH2:33][C@@H:29]4[C@H:28]3[CH3:35])=[C:24]([C:36]([NH2:38])=[O:37])[CH:23]=[N:22][N:21]2[CH:39]=1.[OH:40][CH2:41][C:42](O)=[O:43], predict the reaction product. The product is: [Br:17][C:18]1[CH:19]=[C:20]2[C:25]([NH:26][C@@H:27]3[CH2:34][C@@H:30]4[CH2:31][N:32]([C:41](=[O:40])[CH2:42][OH:43])[CH2:33][C@@H:29]4[C@H:28]3[CH3:35])=[C:24]([C:36]([NH2:38])=[O:37])[CH:23]=[N:22][N:21]2[CH:39]=1. (2) Given the reactants [F:1][C:2]([F:26])([F:25])[CH2:3][NH:4][C:5]([C:7]1([CH2:20][CH2:21][CH2:22][CH2:23]Br)[C:19]2[CH:18]=[CH:17][CH:16]=[CH:15][C:14]=2[C:13]2[C:8]1=[CH:9][CH:10]=[CH:11][CH:12]=2)=[O:6].[CH:27]([N:30]1[C:34]2[CH:35]=[CH:36][CH:37]=[CH:38][C:33]=2[N:32]=[C:31]1[N:39]1[CH2:44][CH2:43][NH:42][CH2:41][CH2:40]1)([CH3:29])[CH3:28], predict the reaction product. The product is: [F:1][C:2]([F:26])([F:25])[CH2:3][NH:4][C:5]([C:7]1([CH2:20][CH2:21][CH2:22][CH2:23][N:42]2[CH2:43][CH2:44][N:39]([C:31]3[N:30]([CH:27]([CH3:29])[CH3:28])[C:34]4[CH:35]=[CH:36][CH:37]=[CH:38][C:33]=4[N:32]=3)[CH2:40][CH2:41]2)[C:19]2[CH:18]=[CH:17][CH:16]=[CH:15][C:14]=2[C:13]2[C:8]1=[CH:9][CH:10]=[CH:11][CH:12]=2)=[O:6]. (3) Given the reactants [Cl:1][C:2]1[C:36]([F:37])=[CH:35][CH:34]=[CH:33][C:3]=1[CH2:4][NH:5][C:6](=[O:32])[N:7]([C@H:9]([CH2:16][O:17][C:18](=[O:31])[NH:19][C:20]1[N:21]=[CH:22][C:23]2[C:28]([CH:29]=1)=[CH:27][C:26]([F:30])=[CH:25][CH:24]=2)[CH2:10][CH2:11][C:12]([O:14]C)=[O:13])[CH3:8].[Li+].[OH-].Cl, predict the reaction product. The product is: [Cl:1][C:2]1[C:36]([F:37])=[CH:35][CH:34]=[CH:33][C:3]=1[CH2:4][NH:5][C:6](=[O:32])[N:7]([C@H:9]([CH2:16][O:17][C:18](=[O:31])[NH:19][C:20]1[N:21]=[CH:22][C:23]2[C:28]([CH:29]=1)=[CH:27][C:26]([F:30])=[CH:25][CH:24]=2)[CH2:10][CH2:11][C:12]([OH:14])=[O:13])[CH3:8]. (4) The product is: [C:21]([O:20][C:18]([N:7]1[CH2:8][C@H:9]([CH2:10][CH2:11][C:12]2[CH:17]=[CH:16][CH:15]=[CH:14][CH:13]=2)[C@@H:5]([C:3]([OH:4])=[O:2])[CH2:6]1)=[O:19])([CH3:24])([CH3:22])[CH3:23]. Given the reactants C[O:2][C:3]([C@@H:5]1[C@@H:9]([CH2:10][CH2:11][C:12]2[CH:17]=[CH:16][CH:15]=[CH:14][CH:13]=2)[CH2:8][N:7]([C:18]([O:20][C:21]([CH3:24])([CH3:23])[CH3:22])=[O:19])[CH2:6]1)=[O:4].Cl, predict the reaction product. (5) Given the reactants [CH2:1]([C:4]1[CH:44]=[C:43]([CH3:45])[CH:42]=[CH:41][C:5]=1[CH2:6][O:7][CH2:8][C:9]1[CH:40]=[C:12]2[N:13]=[C:14]([CH3:39])[C:15]([C@H:28]([O:34][C:35]([CH3:38])([CH3:37])[CH3:36])[C:29]([O:31][CH2:32][CH3:33])=[O:30])=[C:16]([N:17]3[CH2:22][CH2:21][C:20]([O:24][CH2:25][CH:26]=[CH2:27])([CH3:23])[CH2:19][CH2:18]3)[N:11]2[N:10]=1)C=C.[BH4-].[Na+], predict the reaction product. The product is: [C:35]([O:34][C@@H:28]([C:15]1[C:14]([CH3:39])=[N:13][C:12]2=[CH:40][C:9]3=[N:10][N:11]2[C:16]=1[N:17]1[CH2:18][CH2:19][C:20]([CH3:23])([O:24][CH2:25][CH2:26][CH2:27][CH2:1][C:4]2[CH:44]=[C:43]([CH3:42])[CH:45]=[CH:41][C:5]=2[CH2:6][O:7][CH2:8]3)[CH2:21][CH2:22]1)[C:29]([O:31][CH2:32][CH3:33])=[O:30])([CH3:36])([CH3:38])[CH3:37].